Dataset: CYP2D6 inhibition data for predicting drug metabolism from PubChem BioAssay. Task: Regression/Classification. Given a drug SMILES string, predict its absorption, distribution, metabolism, or excretion properties. Task type varies by dataset: regression for continuous measurements (e.g., permeability, clearance, half-life) or binary classification for categorical outcomes (e.g., BBB penetration, CYP inhibition). Dataset: cyp2d6_veith. The molecule is COc1ccc2[nH]cc(CCNc3ncncc3-c3ccccc3C)c2c1. The result is 1 (inhibitor).